From a dataset of Forward reaction prediction with 1.9M reactions from USPTO patents (1976-2016). Predict the product of the given reaction. (1) Given the reactants [Cl:1][C:2]1[CH:3]=[CH:4][C:5]2[N:6]([C:8]([C:12]([NH2:14])=O)=[C:9]([CH3:11])[N:10]=2)[N:7]=1.N1C=CC=CC=1.FC(F)(F)C(OC(=O)C(F)(F)F)=O.C(=O)(O)[O-].[Na+], predict the reaction product. The product is: [Cl:1][C:2]1[CH:3]=[CH:4][C:5]2[N:6]([C:8]([C:12]#[N:14])=[C:9]([CH3:11])[N:10]=2)[N:7]=1. (2) Given the reactants [F:1][C:2]1[CH:9]=[CH:8][C:5]([CH:6]=O)=[C:4]([C:10]([F:13])([F:12])[F:11])[CH:3]=1.[NH3:14].C[Si]([C:19]#[N:20])(C)C, predict the reaction product. The product is: [NH2:14][CH:6]([C:5]1[CH:8]=[CH:9][C:2]([F:1])=[CH:3][C:4]=1[C:10]([F:13])([F:12])[F:11])[C:19]#[N:20]. (3) Given the reactants [N+:1]([C:4]1[C:9]([N:10]2[CH2:14][CH2:13][CH2:12][C:11]2=[O:15])=[CH:8][CH:7]=[CH:6][N:5]=1)([O-])=O.[Cl-].[Ca+2].[Cl-].C(OCC)(=O)C, predict the reaction product. The product is: [NH2:1][C:4]1[C:9]([N:10]2[CH2:14][CH2:13][CH2:12][C:11]2=[O:15])=[CH:8][CH:7]=[CH:6][N:5]=1. (4) The product is: [CH2:21]([O:20][CH2:16][CH:17]([OH:19])[CH2:18][O:15][C:10]1[CH:11]=[C:12]2[C:7](=[CH:8][CH:9]=1)[CH2:6][N:5]([S:2]([CH3:1])(=[O:4])=[O:3])[CH2:14][CH2:13]2)[C:22]1[CH:27]=[CH:26][CH:25]=[CH:24][CH:23]=1. Given the reactants [CH3:1][S:2]([N:5]1[CH2:14][CH2:13][C:12]2[C:7](=[CH:8][CH:9]=[C:10]([OH:15])[CH:11]=2)[CH2:6]1)(=[O:4])=[O:3].[CH2:16]([O:20][CH2:21][C:22]1[CH:27]=[CH:26][CH:25]=[CH:24][CH:23]=1)[CH:17]1[O:19][CH2:18]1.[OH-].C([N+](C)(C)C)C1C=CC=CC=1, predict the reaction product. (5) Given the reactants Cl[C:2]1[C:3]([NH:8][C:9]2[CH:14]=[CH:13][C:12]([C:15]3[C:20]([CH3:21])=[CH:19][CH:18]=[CH:17][C:16]=3[CH3:22])=[CH:11][CH:10]=2)=[N:4][CH:5]=[CH:6][N:7]=1.[CH3:23][C:24]1[CH:25]=[C:26]([CH:28]=[C:29]([CH3:31])[CH:30]=1)[NH2:27].CC(C)([O-])C.[Na+], predict the reaction product. The product is: [CH3:23][C:24]1[CH:25]=[C:26]([NH:27][C:2]2[C:3]([NH:8][C:9]3[CH:14]=[CH:13][C:12]([C:15]4[C:20]([CH3:21])=[CH:19][CH:18]=[CH:17][C:16]=4[CH3:22])=[CH:11][CH:10]=3)=[N:4][CH:5]=[CH:6][N:7]=2)[CH:28]=[C:29]([CH3:31])[CH:30]=1. (6) The product is: [CH3:31][N:26]1[C:27]2[C:23](=[C:22]([NH:21][CH:12]3[C:5]4[C:4](=[C:3]([O:2][CH3:1])[CH:8]=[CH:7][CH:6]=4)[C:9]([CH3:20])([CH3:19])[CH2:10][C:11]3([C:14]([F:15])([F:17])[F:16])[OH:18])[CH:30]=[CH:29][CH:28]=2)[CH:24]=[N:25]1. Given the reactants [CH3:1][O:2][C:3]1[CH:8]=[CH:7][CH:6]=[CH:5][C:4]=1[C:9]([CH3:20])([CH3:19])[CH2:10][C:11]([OH:18])([C:14]([F:17])([F:16])[F:15])[CH:12]=O.[NH2:21][C:22]1[CH:30]=[CH:29][CH:28]=[C:27]2[C:23]=1[CH:24]=[N:25][N:26]2[CH3:31], predict the reaction product. (7) Given the reactants [F:1][C:2]1[CH:7]=[C:6](I)[CH:5]=[CH:4][C:3]=1[N:9]1[C:13]([NH2:14])=[N:12][C:11]([NH:15][C:16]2[CH:21]=[CH:20][C:19]([N:22]3[CH2:27][CH2:26][O:25][CH2:24][CH2:23]3)=[CH:18][CH:17]=2)=[N:10]1.[Cu][C:29]#[N:30].O, predict the reaction product. The product is: [NH2:14][C:13]1[N:9]([C:3]2[CH:4]=[CH:5][C:6]([C:29]#[N:30])=[CH:7][C:2]=2[F:1])[N:10]=[C:11]([NH:15][C:16]2[CH:21]=[CH:20][C:19]([N:22]3[CH2:27][CH2:26][O:25][CH2:24][CH2:23]3)=[CH:18][CH:17]=2)[N:12]=1. (8) Given the reactants Br[C:2]1[CH:7]=[CH:6][C:5]([C@@H:8]([N:10]2[CH2:15][CH2:14][C@@:13]([C:20]3[CH:25]=[CH:24][C:23]([F:26])=[CH:22][CH:21]=3)([CH2:16][CH2:17][CH2:18][OH:19])[O:12][C:11]2=[O:27])[CH3:9])=[CH:4][CH:3]=1.[CH3:28][O:29][C:30]([C:32]1[CH:33]=[C:34](B(O)O)[CH:35]=[N:36][CH:37]=1)=[O:31].C([O-])([O-])=O.[Cs+].[Cs+], predict the reaction product. The product is: [F:26][C:23]1[CH:24]=[CH:25][C:20]([C@:13]2([CH2:16][CH2:17][CH2:18][OH:19])[O:12][C:11](=[O:27])[N:10]([C@H:8]([C:5]3[CH:6]=[CH:7][C:2]([C:34]4[CH:35]=[N:36][CH:37]=[C:32]([CH:33]=4)[C:30]([O:29][CH3:28])=[O:31])=[CH:3][CH:4]=3)[CH3:9])[CH2:15][CH2:14]2)=[CH:21][CH:22]=1. (9) The product is: [Br-:28].[OH:10][C:9]([C:17]1[CH:22]=[CH:21][CH:20]=[CH:19][CH:18]=1)([C:11]1[CH:12]=[CH:13][CH:14]=[CH:15][CH:16]=1)[C:4]12[CH2:5][CH2:6][N+:1]([CH2:27][CH2:26][CH2:25][O:24][CH3:23])([CH2:2][CH2:3]1)[CH2:8][CH2:7]2. Given the reactants [N:1]12[CH2:8][CH2:7][C:4]([C:9]([C:17]3[CH:22]=[CH:21][CH:20]=[CH:19][CH:18]=3)([C:11]3[CH:16]=[CH:15][CH:14]=[CH:13][CH:12]=3)[OH:10])([CH2:5][CH2:6]1)[CH2:3][CH2:2]2.[CH3:23][O:24][CH2:25][CH2:26][CH2:27][Br:28], predict the reaction product.